This data is from TCR-epitope binding with 47,182 pairs between 192 epitopes and 23,139 TCRs. The task is: Binary Classification. Given a T-cell receptor sequence (or CDR3 region) and an epitope sequence, predict whether binding occurs between them. (1) The epitope is LLFNKVTLA. The TCR CDR3 sequence is CASSPSANTDTQYF. Result: 0 (the TCR does not bind to the epitope). (2) Result: 0 (the TCR does not bind to the epitope). The epitope is SLVKPSFYV. The TCR CDR3 sequence is CASSLVVGASYNEQFF. (3) The epitope is TLDSKTQSL. The TCR CDR3 sequence is CAWSLTSGRGHEQFF. Result: 0 (the TCR does not bind to the epitope). (4) The epitope is KRWIILGLNK. The TCR CDR3 sequence is CASMGGANTEAFF. Result: 1 (the TCR binds to the epitope). (5) Result: 1 (the TCR binds to the epitope). The epitope is YVLDHLIVV. The TCR CDR3 sequence is CASSPPLGLHTGELFF. (6) Result: 1 (the TCR binds to the epitope). The epitope is FIAGLIAIV. The TCR CDR3 sequence is CASSNWGDQPQHF. (7) The epitope is YLKLTDNVYIK. The TCR CDR3 sequence is CSVESQKNTEAFF. Result: 1 (the TCR binds to the epitope).